Task: Predict the reactants needed to synthesize the given product.. Dataset: Full USPTO retrosynthesis dataset with 1.9M reactions from patents (1976-2016) (1) Given the product [CH3:22][C:18]([CH3:23])([CH2:17][S:16][C:13]1[S:12][C:11]([NH:10][C:9]([N:8]([CH2:7][CH2:6][O:5][CH2:4][C:3]2[CH:32]=[CH:33][CH:34]=[CH:35][C:2]=2[CH3:37])[C@H:25]2[CH2:30][CH2:29][C@H:28]([CH3:31])[CH2:27][CH2:26]2)=[O:24])=[N:15][CH:14]=1)[C:19]([OH:21])=[O:20], predict the reactants needed to synthesize it. The reactants are: Cl[C:2]1[CH:35]=[CH:34][CH:33]=[CH:32][C:3]=1[CH2:4][O:5][CH2:6][CH2:7][N:8]([C@H:25]1[CH2:30][CH2:29][C@H:28]([CH3:31])[CH2:27][CH2:26]1)[C:9](=[O:24])[NH:10][C:11]1[S:12][C:13]([S:16][CH2:17][C:18]([CH3:23])([CH3:22])[C:19]([OH:21])=[O:20])=[CH:14][N:15]=1.Br[CH2:37]C1C=CC=CC=1C.C(OC(=O)C(C)(C)CSC1SC(N)=NC=1)C. (2) Given the product [CH:11]([Si:10]([CH:14]([CH3:15])[CH3:16])([CH:17]([CH3:19])[CH3:18])[O:9][CH2:8][C@@H:7]([O:20][CH2:28][C:29]1[CH:34]=[CH:33][CH:32]=[CH:31][CH:30]=1)[C@H:6]([O:21][CH2:28][C:29]1[CH:34]=[CH:33][CH:32]=[CH:31][CH:30]=1)[C@H:5]([O:22][CH2:28][C:29]1[CH:34]=[CH:33][CH:32]=[CH:31][CH:30]=1)[CH:4]([S:3][CH2:1][CH3:2])[S:23][CH2:24][CH3:25])([CH3:12])[CH3:13], predict the reactants needed to synthesize it. The reactants are: [CH2:1]([S:3][CH:4]([S:23][CH2:24][CH3:25])[C@@H:5]([OH:22])[C@@H:6]([OH:21])[C@H:7]([OH:20])[CH2:8][O:9][Si:10]([CH:17]([CH3:19])[CH3:18])([CH:14]([CH3:16])[CH3:15])[CH:11]([CH3:13])[CH3:12])[CH3:2].[H-].[Na+].[CH2:28](Br)[C:29]1[CH:34]=[CH:33][CH:32]=[CH:31][CH:30]=1. (3) Given the product [NH:18]1[CH2:19][CH2:20][CH:15]([NH:14][C:6]2[CH:5]=[C:4]([CH2:3][OH:2])[CH:9]=[C:8]([C:10]([F:12])([F:11])[F:13])[N:7]=2)[CH2:16][CH2:17]1, predict the reactants needed to synthesize it. The reactants are: Cl.[OH:2][CH2:3][C:4]1[CH:9]=[C:8]([C:10]([F:13])([F:12])[F:11])[N:7]=[C:6]([NH:14][CH:15]2[CH2:20][CH2:19][N:18](C(OC(C)(C)C)=O)[CH2:17][CH2:16]2)[CH:5]=1.[OH-].[Na+]. (4) Given the product [S:1]1[CH:5]=[CH:4][N:3]=[C:2]1[NH:6][S:7]([C:10]1[CH:11]=[CH:12][C:13]([C:16]2[CH:21]=[CH:20][C:19]([NH2:22])=[CH:18][CH:17]=2)=[CH:14][CH:15]=1)(=[O:9])=[O:8], predict the reactants needed to synthesize it. The reactants are: [S:1]1[CH:5]=[CH:4][N:3]=[C:2]1[NH:6][S:7]([C:10]1[CH:15]=[CH:14][C:13]([C:16]2[CH:21]=[CH:20][C:19]([N+:22]([O-])=O)=[CH:18][CH:17]=2)=[CH:12][CH:11]=1)(=[O:9])=[O:8]. (5) The reactants are: CN(C)[CH:3]=[CH:4][C:5]([C:7]1[CH:8]=[C:9]([N:13]([CH2:17][CH3:18])[C:14](=[O:16])[CH3:15])[CH:10]=[CH:11][CH:12]=1)=O.[NH2:20][C:21]1[C:25]([C:26]#[N:27])=[CH:24][NH:23][N:22]=1. Given the product [C:26]([C:25]1[CH:24]=[N:23][N:22]2[CH:3]=[CH:4][C:5]([C:7]3[CH:8]=[C:9]([N:13]([CH2:17][CH3:18])[C:14](=[O:16])[CH3:15])[CH:10]=[CH:11][CH:12]=3)=[N:20][C:21]=12)#[N:27], predict the reactants needed to synthesize it. (6) Given the product [ClH:23].[CH3:1][O:2][C:3]1[CH:8]=[CH:7][CH:6]=[CH:5][C:4]=1[N:9]1[CH2:15][CH2:14][CH2:13][NH:12][CH2:11][CH2:10]1, predict the reactants needed to synthesize it. The reactants are: [CH3:1][O:2][C:3]1[CH:8]=[CH:7][CH:6]=[CH:5][C:4]=1[N:9]1[CH2:15][CH2:14][CH2:13][N:12](C(OC(C)(C)C)=O)[CH2:11][CH2:10]1.[ClH:23]. (7) Given the product [CH2:1]([O:3][C:4]([C:6]1[N:7]([CH3:35])[C:8]([CH3:31])=[C:9]([C:12]2[CH:13]=[CH:14][C:15]([C:18](=[O:30])[NH:19][C:20]3[CH:21]=[CH:22][C:23]([C:26]([F:28])([F:27])[F:29])=[CH:24][CH:25]=3)=[CH:16][CH:17]=2)[C:10]=1[CH3:11])=[O:5])[CH3:2], predict the reactants needed to synthesize it. The reactants are: [CH2:1]([O:3][C:4]([C:6]1[NH:7][C:8]([CH3:31])=[C:9]([C:12]2[CH:17]=[CH:16][C:15]([C:18](=[O:30])[NH:19][C:20]3[CH:25]=[CH:24][C:23]([C:26]([F:29])([F:28])[F:27])=[CH:22][CH:21]=3)=[CH:14][CH:13]=2)[C:10]=1[CH3:11])=[O:5])[CH3:2].[H-].[Na+].I[CH3:35]. (8) Given the product [CH2:1]([N:3]1[C:7]([NH:8][C:16](=[O:17])[O:18][CH2:19][C:20]([Cl:23])([Cl:22])[Cl:21])=[CH:6][CH:5]=[N:4]1)[CH3:2], predict the reactants needed to synthesize it. The reactants are: [CH2:1]([N:3]1[C:7]([NH2:8])=[CH:6][CH:5]=[N:4]1)[CH3:2].N1C=CC=CC=1.Cl[C:16]([O:18][CH2:19][C:20]([Cl:23])([Cl:22])[Cl:21])=[O:17].O. (9) Given the product [CH3:21][C@@H:22]1[CH:31]=[CH:30][CH2:29][C:24]2([CH2:28][CH2:27][CH2:26][CH2:25]2)[C@H:23]1[C:32](=[O:36])[CH2:33][CH2:34][CH3:35], predict the reactants needed to synthesize it. The reactants are: O.C1(P(C2C=CC=CC=2)C2C=CC=CC=2)C=CC=CC=1.[CH3:21][C@@H:22]1[CH:31]=[CH:30][CH2:29][C:24]2([CH2:28][CH2:27][CH2:26][CH2:25]2)[C@H:23]1[C:32](=[O:36])/[CH:33]=[CH:34]/[CH3:35].